Predict the product of the given reaction. From a dataset of Forward reaction prediction with 1.9M reactions from USPTO patents (1976-2016). The product is: [CH2:16]([O:15][C:10]1[C:9]([F:18])=[C:8]([NH2:7])[C:13]([F:14])=[CH:12][CH:11]=1)[CH3:17]. Given the reactants C(OC(=O)[NH:7][C:8]1[C:13]([F:14])=[CH:12][CH:11]=[C:10]([O:15][CH2:16][CH3:17])[C:9]=1[F:18])(C)(C)C.FC(F)(F)C(O)=O, predict the reaction product.